The task is: Regression. Given a peptide amino acid sequence and an MHC pseudo amino acid sequence, predict their binding affinity value. This is MHC class I binding data.. This data is from Peptide-MHC class I binding affinity with 185,985 pairs from IEDB/IMGT. (1) The peptide sequence is TQSPVSVGF. The MHC is HLA-B07:02 with pseudo-sequence HLA-B07:02. The binding affinity (normalized) is 0.213. (2) The peptide sequence is GTQLFEDNY. The MHC is HLA-A01:01 with pseudo-sequence HLA-A01:01. The binding affinity (normalized) is 0.495. (3) The peptide sequence is FIDTIKSLDY. The MHC is HLA-A23:01 with pseudo-sequence HLA-A23:01. The binding affinity (normalized) is 0. (4) The binding affinity (normalized) is 0. The peptide sequence is PDDPVEIALY. The MHC is HLA-A01:01 with pseudo-sequence HLA-A01:01. (5) The peptide sequence is SLFSLLLVI. The MHC is HLA-A02:01 with pseudo-sequence HLA-A02:01. The binding affinity (normalized) is 0.837. (6) The peptide sequence is HCIDKTPGL. The MHC is HLA-A02:16 with pseudo-sequence HLA-A02:16. The binding affinity (normalized) is 0.449. (7) The peptide sequence is WIKDIMTST. The MHC is HLA-A02:03 with pseudo-sequence HLA-A02:03. The binding affinity (normalized) is 0.774. (8) The peptide sequence is FFTRRLAGTF. The MHC is H-2-Kb with pseudo-sequence H-2-Kb. The binding affinity (normalized) is 0.